Task: Regression. Given two drug SMILES strings and cell line genomic features, predict the synergy score measuring deviation from expected non-interaction effect.. Dataset: Merck oncology drug combination screen with 23,052 pairs across 39 cell lines (1) Drug 1: CS(=O)(=O)CCNCc1ccc(-c2ccc3ncnc(Nc4ccc(OCc5cccc(F)c5)c(Cl)c4)c3c2)o1. Drug 2: Cn1c(=O)n(-c2ccc(C(C)(C)C#N)cc2)c2c3cc(-c4cnc5ccccc5c4)ccc3ncc21. Cell line: KPL1. Synergy scores: synergy=23.3. (2) Synergy scores: synergy=-1.01. Drug 1: CCC1(O)CC2CN(CCc3c([nH]c4ccccc34)C(C(=O)OC)(c3cc4c(cc3OC)N(C)C3C(O)(C(=O)OC)C(OC(C)=O)C5(CC)C=CCN6CCC43C65)C2)C1. Drug 2: CNC(=O)c1cc(Oc2ccc(NC(=O)Nc3ccc(Cl)c(C(F)(F)F)c3)cc2)ccn1. Cell line: A2780. (3) Drug 1: N#Cc1ccc(Cn2cncc2CN2CCN(c3cccc(Cl)c3)C(=O)C2)cc1. Drug 2: O=C(CCCCCCC(=O)Nc1ccccc1)NO. Cell line: SKMES1. Synergy scores: synergy=12.8. (4) Drug 1: CN(C)C(=N)N=C(N)N. Drug 2: O=C(O)C1(Cc2cccc(Nc3nccs3)n2)CCC(Oc2cccc(Cl)c2F)CC1. Cell line: ZR751. Synergy scores: synergy=-11.5.